This data is from Experimentally validated miRNA-target interactions with 360,000+ pairs, plus equal number of negative samples. The task is: Binary Classification. Given a miRNA mature sequence and a target amino acid sequence, predict their likelihood of interaction. The miRNA is hsa-miR-4470 with sequence UGGCAAACGUGGAAGCCGAGA. The protein sequence of the target gene is MAPPTGVLSSLLLLVTIAGCARKQCSEGRTYSNAVISPNLETTRIMRVSHTFPVVDCTAACCDLSSCDLAWWFEGRCYLVSCPHKENCEPKKMGPIRSYLTFVLRPVQRPAQLLDYGDMMLNRGSPSGIWGDSPEDIRKDLTFLGKDWGLEEMSEYSDDYRELEKDLLQPSGKQEPRGSAEYTDWGLLPGSEGAFNSSVGDSPAVPAETQQDPELHYLNESASTPAPKLPERSVLLPLPTTPSSGEVLEKEKASQLQEQSSNSSGKEVLMPSHSLPPASLELSSVTVEKSPVLTVTPGST.... Result: 0 (no interaction).